Dataset: Reaction yield outcomes from USPTO patents with 853,638 reactions. Task: Predict the reaction yield, written as a fraction of the theoretical maximum amount of product (1.0 means a 100% yield; for example, 0.34 means a 34% yield). (1) The reactants are [CH3:1][O:2][C:3](=[O:20])[C:4]1[CH:9]=[C:8]([NH:10][S:11]([CH3:14])(=[O:13])=[O:12])[N:7]=[C:6]([NH:15][C@H:16]([CH2:18][CH3:19])[CH3:17])[CH:5]=1.[C:21](=O)([O-])[O-].[K+].[K+].IC.O. The catalyst is CN(C=O)C. The product is [CH3:1][O:2][C:3](=[O:20])[C:4]1[CH:9]=[C:8]([N:10]([S:11]([CH3:14])(=[O:13])=[O:12])[CH3:21])[N:7]=[C:6]([NH:15][C@H:16]([CH2:18][CH3:19])[CH3:17])[CH:5]=1. The yield is 0.920. (2) The reactants are [CH:1]([C:4]1[CH:9]=[CH:8][C:7]([CH:10]2[C:14]3([CH2:19][CH2:18][N:17]([CH3:20])[CH2:16][CH2:15]3)[O:13][C:12]3[C:21]([CH3:28])=[C:22]([CH3:27])[C:23]([NH2:26])=[C:24]([CH3:25])[C:11]2=3)=[CH:6][CH:5]=1)([CH3:3])[CH3:2].[F:29][C:30]1[CH:38]=[CH:37][C:33]([C:34](Cl)=[O:35])=[CH:32][CH:31]=1.CO.C(OC(C)C)(C)C. No catalyst specified. The product is [F:29][C:30]1[CH:38]=[CH:37][C:33]([C:34]([NH:26][C:23]2[C:22]([CH3:27])=[C:21]([CH3:28])[C:12]3[O:13][C:14]4([CH2:19][CH2:18][N:17]([CH3:20])[CH2:16][CH2:15]4)[CH:10]([C:7]4[CH:6]=[CH:5][C:4]([CH:1]([CH3:3])[CH3:2])=[CH:9][CH:8]=4)[C:11]=3[C:24]=2[CH3:25])=[O:35])=[CH:32][CH:31]=1. The yield is 0.380.